Dataset: Reaction yield outcomes from USPTO patents with 853,638 reactions. Task: Predict the reaction yield, written as a fraction of the theoretical maximum amount of product (1.0 means a 100% yield; for example, 0.34 means a 34% yield). (1) The reactants are [OH-].[Li+].[CH3:3][C:4]1[C:13]2[C:8](=[CH:9][C:10]([CH3:14])=[CH:11][CH:12]=2)[C:7]([N:15]2[CH:19]=[N:18][N:17]=[C:16]2[S:20][CH2:21][C:22]([O:24]CC)=[O:23])=[CH:6][CH:5]=1. The catalyst is C1COCC1.C(O)C.O. The product is [CH3:3][C:4]1[C:13]2[C:8](=[CH:9][C:10]([CH3:14])=[CH:11][CH:12]=2)[C:7]([N:15]2[CH:19]=[N:18][N:17]=[C:16]2[S:20][CH2:21][C:22]([OH:24])=[O:23])=[CH:6][CH:5]=1. The yield is 0.940. (2) The catalyst is CN(C=O)C.C1COCC1. The reactants are [F:1][C:2]1[CH:7]=[CH:6][CH:5]=[C:4]([F:8])[C:3]=1[N:9]1[C:14]2[N:15]=[C:16]([N:29]3[CH2:34][CH2:33][CH:32]([N:35]4[CH2:40][CH2:39][CH:38]([CH3:41])[CH2:37][CH2:36]4)[CH2:31][CH2:30]3)[N:17]=[C:18]([C:19]3[CH:20]=[C:21]([CH:25]=[CH:26][C:27]=3[CH3:28])[C:22]([OH:24])=O)[C:13]=2[CH:12]=[CH:11][C:10]1=[O:42].[CH3:43][N:44](C(ON1N=NC2C=CC=CC1=2)=[N+](C)C)[CH3:45].F[P-](F)(F)(F)(F)F.C(N(CC)CC)C.CNC. The yield is 0.350. The product is [F:8][C:4]1[CH:5]=[CH:6][CH:7]=[C:2]([F:1])[C:3]=1[N:9]1[C:14]2[N:15]=[C:16]([N:29]3[CH2:34][CH2:33][CH:32]([N:35]4[CH2:36][CH2:37][CH:38]([CH3:41])[CH2:39][CH2:40]4)[CH2:31][CH2:30]3)[N:17]=[C:18]([C:19]3[CH:20]=[C:21]([CH:25]=[CH:26][C:27]=3[CH3:28])[C:22]([N:44]([CH3:45])[CH3:43])=[O:24])[C:13]=2[CH:12]=[CH:11][C:10]1=[O:42]. (3) The reactants are [C:1]([C:5]1[N:10]=[C:9]([NH:11][C:12]2[CH:17]=[C:16]([Cl:18])[N:15]=[N:14][C:13]=2[C:19]([O:21]CC)=O)[CH:8]=[CH:7][CH:6]=1)([CH3:4])([CH3:3])[CH3:2].[NH3:24]. The product is [C:1]([C:5]1[N:10]=[C:9]([NH:11][C:12]2[CH:17]=[C:16]([Cl:18])[N:15]=[N:14][C:13]=2[C:19]([NH2:24])=[O:21])[CH:8]=[CH:7][CH:6]=1)([CH3:2])([CH3:3])[CH3:4]. The yield is 1.00. No catalyst specified. (4) The reactants are C(OC([NH:8][C@@H:9]1[C@H:14]([NH:15][C:16]2[N:21]=[C:20]([C:22]3[S:26][N:25]=[CH:24][CH:23]=3)[C:19]3[C:27](=[O:37])[N:28](C(OC(C)(C)C)=O)[CH2:29][C:18]=3[C:17]=2[F:38])[CH2:13][CH2:12][O:11][CH2:10]1)=O)(C)(C)C.Cl.O1CCOCC1.CCO. The catalyst is CO. The product is [NH2:8][C@@H:9]1[C@H:14]([NH:15][C:16]2[N:21]=[C:20]([C:22]3[S:26][N:25]=[CH:24][CH:23]=3)[C:19]3[C:27](=[O:37])[NH:28][CH2:29][C:18]=3[C:17]=2[F:38])[CH2:13][CH2:12][O:11][CH2:10]1. The yield is 0.570.